This data is from Forward reaction prediction with 1.9M reactions from USPTO patents (1976-2016). The task is: Predict the product of the given reaction. Given the reactants [NH2:1][C:2]1[N:6](CC2C=CC(OC)=CC=2)[N:5]=[C:4]([NH:16][C:17]2[C:18](=[O:25])[N:19]([CH3:24])[N:20]=[C:21]([Cl:23])[CH:22]=2)[N:3]=1.C(O)(C(F)(F)F)=O, predict the reaction product. The product is: [NH2:1][C:2]1[NH:6][N:5]=[C:4]([NH:16][C:17]2[C:18](=[O:25])[N:19]([CH3:24])[N:20]=[C:21]([Cl:23])[CH:22]=2)[N:3]=1.